This data is from Full USPTO retrosynthesis dataset with 1.9M reactions from patents (1976-2016). The task is: Predict the reactants needed to synthesize the given product. Given the product [Cl:19][C:20]1[S:24][C:23]([C:2]2[NH:3][C:4]3[C:9]([C:10]=2[CH:11]=[O:12])=[CH:8][CH:7]=[CH:6][CH:5]=3)=[CH:22][CH:21]=1, predict the reactants needed to synthesize it. The reactants are: Br[C:2]1[NH:3][C:4]2[C:9]([C:10]=1[CH:11]=[O:12])=[CH:8][CH:7]=[CH:6][CH:5]=2.C(=O)([O-])[O-].[Na+].[Na+].[Cl:19][C:20]1[S:24][C:23](B(O)O)=[CH:22][CH:21]=1.O.